From a dataset of Full USPTO retrosynthesis dataset with 1.9M reactions from patents (1976-2016). Predict the reactants needed to synthesize the given product. Given the product [CH3:1][O:2][C:3]([C:5]1[C:10]([CH:21]=[CH2:22])=[C:9]([NH2:12])[C:8]([F:13])=[C:7]([C:14]2[CH:19]=[CH:18][C:17]([Cl:20])=[CH:16][CH:15]=2)[N:6]=1)=[O:4], predict the reactants needed to synthesize it. The reactants are: [CH3:1][O:2][C:3]([C:5]1[C:10](Cl)=[C:9]([NH2:12])[C:8]([F:13])=[C:7]([C:14]2[CH:19]=[CH:18][C:17]([Cl:20])=[CH:16][CH:15]=2)[N:6]=1)=[O:4].[CH2:21]([Sn](CCCC)(CCCC)C=C)[CH2:22]CC.